Task: Predict which catalyst facilitates the given reaction.. Dataset: Catalyst prediction with 721,799 reactions and 888 catalyst types from USPTO (1) Reactant: [Si:1](Cl)([C:4](C)(C)C)([CH3:3])[CH3:2].[NH2:9][C:10]1[CH:27]=[CH:26][C:13]([O:14][C:15]2[CH:20]=[CH:19][N:18]=[C:17]([NH:21][CH2:22][CH2:23][CH2:24][OH:25])[N:16]=2)=[CH:12][CH:11]=1.C(N(CC)CC)C. Product: [NH2:9][C:10]1[CH:27]=[CH:26][C:13]([O:14][C:15]2[CH:20]=[CH:19][N:18]=[C:17]([NH:21][CH2:22][CH2:23][CH2:24][O:25][Si:1]([CH3:2])([CH3:3])[CH3:4])[N:16]=2)=[CH:12][CH:11]=1. The catalyst class is: 4. (2) Reactant: [F:1][C:2]1[CH:10]=[CH:9][C:8]([F:11])=[C:7]2[C:3]=1[C:4](=O)[C:5](=[O:12])[NH:6]2.[N:14]([O-])=O.[Na+].OS(O)(=O)=O.Cl[Sn]Cl.[OH-:26].[Na+]. Product: [F:1][C:2]1[CH:10]=[CH:9][C:8]([F:11])=[C:7]2[C:3]=1[C:4]([C:5]([OH:12])=[O:26])=[N:14][NH:6]2. The catalyst class is: 33. (3) Reactant: [CH2:1]([N:3]1[CH2:8][CH2:7][N:6]([CH2:9][C:10]2[CH:15]=[CH:14][C:13]([N+:16]([O-])=O)=[CH:12][CH:11]=2)[CH2:5][CH2:4]1)[CH3:2]. Product: [CH2:1]([N:3]1[CH2:8][CH2:7][N:6]([CH2:9][C:10]2[CH:15]=[CH:14][C:13]([NH2:16])=[CH:12][CH:11]=2)[CH2:5][CH2:4]1)[CH3:2]. The catalyst class is: 227. (4) Reactant: [C:1]([O:5][C:6]([N:8]1[CH2:12][CH2:11][CH:10]([OH:13])[CH2:9]1)=[O:7])([CH3:4])([CH3:3])[CH3:2].C(N(C(C)C)CC)(C)C.[CH3:23][S:24](Cl)(=[O:26])=[O:25]. Product: [C:1]([O:5][C:6]([N:8]1[CH2:12][CH2:11][CH:10]([O:13][S:24]([CH3:23])(=[O:26])=[O:25])[CH2:9]1)=[O:7])([CH3:4])([CH3:2])[CH3:3]. The catalyst class is: 4. (5) Reactant: [CH3:1][O:2][C:3]1[CH:4]=[C:5]2[C:10](=[CH:11][C:12]=1[O:13][CH3:14])[N:9]=[CH:8][CH:7]=[C:6]2[O:15][C:16]1[CH:22]=[CH:21][C:19]([NH2:20])=[C:18]([CH3:23])[C:17]=1[CH3:24].C(N(CC)CC)C.[C:32](Cl)(Cl)=[S:33].[NH2:36][N:37]1[CH2:42][CH2:41][CH2:40][CH2:39][CH2:38]1. Product: [CH3:1][O:2][C:3]1[CH:4]=[C:5]2[C:10](=[CH:11][C:12]=1[O:13][CH3:14])[N:9]=[CH:8][CH:7]=[C:6]2[O:15][C:16]1[CH:22]=[CH:21][C:19]([NH:20][C:32]([NH:36][N:37]2[CH2:42][CH2:41][CH2:40][CH2:39][CH2:38]2)=[S:33])=[C:18]([CH3:23])[C:17]=1[CH3:24]. The catalyst class is: 42. (6) Reactant: [C:1]1([NH2:8])[CH:6]=[CH:5][C:4]([NH2:7])=[CH:3][CH:2]=1.[C:9]1(=O)[O:14][C:12](=[O:13])[CH:11]=[CH:10]1. Product: [NH2:7][C:4]1[CH:5]=[CH:6][C:1]([N:8]2[C:12](=[O:13])[CH:11]=[CH:10][C:9]2=[O:14])=[CH:2][CH:3]=1. The catalyst class is: 7. (7) Reactant: CC([N:5]([C@H:9]([C:12]([NH:14][C@@H:15]([CH2:31][CH2:32][C:33]1[CH:38]=[CH:37][CH:36]=[CH:35][CH:34]=1)/[CH:16]=[CH:17]/[C:18]([NH:20][C:21]1[S:22][C:23]([C:26]2([CH3:30])[CH2:29][CH2:28][CH2:27]2)=[N:24][N:25]=1)=[O:19])=[O:13])[CH2:10][CH3:11])C(=O)[O-])(C)C.[C:39]([OH:45])([C:41]([F:44])([F:43])[F:42])=[O:40]. Product: [F:42][C:41]([F:44])([F:43])[C:39]([OH:45])=[O:40].[NH2:5][C@@H:9]([CH2:10][CH3:11])[C:12]([NH:14][C@@H:15]([CH2:31][CH2:32][C:33]1[CH:38]=[CH:37][CH:36]=[CH:35][CH:34]=1)/[CH:16]=[CH:17]/[C:18]([NH:20][C:21]1[S:22][C:23]([C:26]2([CH3:30])[CH2:29][CH2:28][CH2:27]2)=[N:24][N:25]=1)=[O:19])=[O:13]. The catalyst class is: 2. (8) Reactant: [Cl:1][C:2]1[CH:7]=[CH:6][C:5](B(O)O)=[CH:4][CH:3]=1.C([O-])([O-])=O.[Na+].[Na+].Br[C:18]1[C:19]([O:35][CH3:36])=[C:20]([C:31]([O:33][CH3:34])=[O:32])[S:21][C:22]=1[C:23]1[CH:28]=[CH:27][C:26]([Cl:29])=[CH:25][C:24]=1[Cl:30]. Product: [Cl:1][C:2]1[CH:7]=[CH:6][C:5]([C:18]2[C:19]([O:35][CH3:36])=[C:20]([C:31]([O:33][CH3:34])=[O:32])[S:21][C:22]=2[C:23]2[CH:28]=[CH:27][C:26]([Cl:29])=[CH:25][C:24]=2[Cl:30])=[CH:4][CH:3]=1. The catalyst class is: 11. (9) Reactant: [CH3:1][O:2][C:3]1[CH:4]=[C:5]([CH2:19][NH2:20])[CH:6]=[C:7]([C:9]2[CH:14]=[CH:13][C:12]([C:15]([F:18])([F:17])[F:16])=[CH:11][CH:10]=2)[CH:8]=1.[F:21][C:22]1[CH:27]=[CH:26][C:25]([S:28]([N:31]([CH2:33][C:34](O)=[O:35])[CH3:32])(=[O:30])=[O:29])=[CH:24][CH:23]=1.CN(C(ON1N=NC2C=CC=NC1=2)=[N+](C)C)C.F[P-](F)(F)(F)(F)F.C(N(CC)C(C)C)(C)C.OS([O-])(=O)=O.[K+]. The catalyst class is: 2. Product: [F:21][C:22]1[CH:23]=[CH:24][C:25]([S:28]([N:31]([CH3:32])[CH2:33][C:34]([NH:20][CH2:19][C:5]2[CH:6]=[C:7]([C:9]3[CH:10]=[CH:11][C:12]([C:15]([F:17])([F:16])[F:18])=[CH:13][CH:14]=3)[CH:8]=[C:3]([O:2][CH3:1])[CH:4]=2)=[O:35])(=[O:29])=[O:30])=[CH:26][CH:27]=1.